Dataset: Forward reaction prediction with 1.9M reactions from USPTO patents (1976-2016). Task: Predict the product of the given reaction. (1) Given the reactants [CH2:1]([C:13]1[S:17][C:16]([C:18]2[CH:22]=[CH:21][S:20][CH:19]=2)=[CH:15][CH:14]=1)[CH2:2][CH2:3][CH2:4][CH2:5][CH2:6][CH2:7][CH2:8][CH2:9][CH2:10][CH2:11][CH3:12].[Br:23]N1C(=O)CCC1=O, predict the reaction product. The product is: [Br:23][C:19]1[S:20][CH:21]=[CH:22][C:18]=1[C:16]1[S:17][C:13]([CH2:1][CH2:2][CH2:3][CH2:4][CH2:5][CH2:6][CH2:7][CH2:8][CH2:9][CH2:10][CH2:11][CH3:12])=[CH:14][CH:15]=1. (2) The product is: [ClH:1].[CH:13]1([NH:20][C:10]2[C:9]3[C:4](=[CH:5][CH:6]=[CH:7][CH:8]=3)[N:3]=[C:2]([N:23]3[C:22]([CH3:21])=[CH:26][C:25]([CH3:27])=[N:24]3)[N:11]=2)[CH2:16][CH2:17][CH2:18][CH2:19]1. Given the reactants [Cl:1][C:2]1[N:11]=[C:10](Cl)[C:9]2[C:4](=[CH:5][CH:6]=[CH:7][CH:8]=2)[N:3]=1.[CH:13]1([NH2:20])[CH2:19][CH2:18][CH2:17][CH2:16]CC1.[CH3:21][C:22]1[CH:26]=[C:25]([CH3:27])[NH:24][N:23]=1, predict the reaction product. (3) Given the reactants [CH2:1]=[C:2]1[CH2:6][C@@H:5]([C:7](O)=[O:8])[C@H:4]([C:10]2[CH:15]=[CH:14][CH:13]=[CH:12][CH:11]=2)[CH2:3]1.[H-].[Al+3].[Li+].[H-].[H-].[H-], predict the reaction product. The product is: [OH:8][CH2:7][C@@H:5]1[CH2:6][C:2](=[CH2:1])[CH2:3][C@H:4]1[C:10]1[CH:11]=[CH:12][CH:13]=[CH:14][CH:15]=1. (4) The product is: [CH2:15]([NH:17][C:18]1[N:20]=[C:5]([C:6](=[O:8])[CH3:7])[CH:4]=[CH:3][N:19]=1)[CH3:16]. Given the reactants CN(C)[CH:3]=[CH:4][C:5](=O)[C:6](OC)([O:8]C)[CH3:7].Cl.[CH2:15]([NH:17][C:18]([NH2:20])=[NH:19])[CH3:16].[O-]CC.[Na+], predict the reaction product.